Dataset: Forward reaction prediction with 1.9M reactions from USPTO patents (1976-2016). Task: Predict the product of the given reaction. (1) Given the reactants Cl[C:2]1[N:7]=[C:6]([C:8]([F:11])([F:10])[F:9])[CH:5]=[CH:4][N:3]=1.S(O)(C1C=CC(C)=CC=1)(=O)=O.O.[N:24]1([C:30]2[CH:31]=[C:32]([NH2:42])[CH:33]=[C:34]([C:36]3[CH:41]=[CH:40][CH:39]=[CH:38][CH:37]=3)[CH:35]=2)[CH2:29][CH2:28][O:27][CH2:26][CH2:25]1, predict the reaction product. The product is: [N:24]1([C:30]2[CH:31]=[C:32]([NH:42][C:2]3[N:7]=[C:6]([C:8]([F:11])([F:10])[F:9])[CH:5]=[CH:4][N:3]=3)[CH:33]=[C:34]([C:36]3[CH:41]=[CH:40][CH:39]=[CH:38][CH:37]=3)[CH:35]=2)[CH2:25][CH2:26][O:27][CH2:28][CH2:29]1. (2) Given the reactants Cl.Cl.Cl.[NH:4]1[CH2:9][CH2:8][CH:7]([N:10]2[CH2:13][C:12]([CH2:36][C:37]#[N:38])([N:14]3[CH:18]=[C:17]([C:19]4[C:20]5[CH:27]=[CH:26][N:25](COCC[Si](C)(C)C)[C:21]=5[N:22]=[CH:23][N:24]=4)[CH:16]=[N:15]3)[CH2:11]2)[CH2:6][CH2:5]1.[Cl:39][C:40]1[C:45]([C:46](O)=[O:47])=[CH:44][C:43]([C:49]([F:52])([F:51])[F:50])=[N:42][CH:41]=1, predict the reaction product. The product is: [Cl:39][C:40]1[C:45]([C:46]([N:4]2[CH2:9][CH2:8][CH:7]([N:10]3[CH2:13][C:12]([CH2:36][C:37]#[N:38])([N:14]4[CH:18]=[C:17]([C:19]5[C:20]6[CH:27]=[CH:26][NH:25][C:21]=6[N:22]=[CH:23][N:24]=5)[CH:16]=[N:15]4)[CH2:11]3)[CH2:6][CH2:5]2)=[O:47])=[CH:44][C:43]([C:49]([F:51])([F:50])[F:52])=[N:42][CH:41]=1. (3) Given the reactants Cl[C:2]1[CH:7]=[C:6]([CH2:8][NH:9][C:10]([NH2:26])=[N:11][C:12](=[O:25])[CH2:13][C:14]2[C:22]3[C:17](=[CH:18][CH:19]=[C:20](OC)[CH:21]=3)[NH:16][CH:15]=2)[CH:5]=[C:4]([Cl:27])[C:3]=1[NH:28][C:29](=O)[CH3:30].[Br:32]C1C=C2C(=CC=1)NC=C2CC(O)=O.COC1C=C2[C:54](=CC=1)[NH:53][CH:52]=[C:51]2CC(N(C(SC)=N)C(=O)OC(C)(C)C)=O.ClC1C=C(CN)C=CC=1N1CCN(C)CC1, predict the reaction product. The product is: [Br:32][C:20]1[CH:21]=[C:22]2[C:17](=[CH:18][CH:19]=1)[NH:16][CH:15]=[C:14]2[CH2:13][C:12]([NH:11][C:10]([NH:9][CH2:8][C:6]1[CH:7]=[CH:2][C:3]([N:28]2[CH2:51][CH2:52][N:53]([CH3:54])[CH2:30][CH2:29]2)=[C:4]([Cl:27])[CH:5]=1)=[NH:26])=[O:25]. (4) Given the reactants [CH3:1][O:2][C@H:3]1[O:8][CH2:7][CH2:6][N:5]([C@@H:9]2[C@H:42]([OH:43])[C@H:41]([CH3:44])[O:40][C@@H:11]([O:12][C@@H:13]3[C:30]4[C:17](=[C:18]([OH:35])[C:19]5[C:20](=[O:34])[C:21]6[C:26]([C:27](=[O:32])[C:28]=5[C:29]=4[OH:31])=[C:25]([F:33])[CH:24]=[CH:23][CH:22]=6)[CH2:16][C@:15]([C:37](=[O:39])[CH3:38])([OH:36])[CH2:14]3)[CH2:10]2)[CH2:4]1.CC1(C)O[O:47]1, predict the reaction product. The product is: [CH3:1][O:2][C@H:3]1[O:8][CH2:7][CH2:6][N+:5]([CH:9]2[C@H:42]([OH:43])[C@H:41]([CH3:44])[O:40][C@@H:11]([O:12][C@@H:13]3[C:30]4[C:17](=[C:18]([OH:35])[C:19]5[C:20](=[O:34])[C:21]6[C:26]([C:27](=[O:32])[C:28]=5[C:29]=4[OH:31])=[C:25]([F:33])[CH:24]=[CH:23][CH:22]=6)[CH2:16][C@:15]([C:37](=[O:39])[CH3:38])([OH:36])[CH2:14]3)[CH2:10]2)([O-:47])[CH2:4]1. (5) Given the reactants [Br:1][C:2]1[CH:3]=[CH:4][C:5]2[C:6]3[CH2:14][N:13]([C:15]([O:17][C:18]([CH3:21])([CH3:20])[CH3:19])=[O:16])[CH2:12][CH2:11][C:7]=3[NH:8][C:9]=2[CH:10]=1.[H-].[Na+].[CH3:24][CH:25]([Si:27](Cl)([CH:31]([CH3:33])[CH3:32])[CH:28]([CH3:30])[CH3:29])[CH3:26].O, predict the reaction product. The product is: [Br:1][C:2]1[CH:3]=[CH:4][C:5]2[C:6]3[CH2:14][N:13]([C:15]([O:17][C:18]([CH3:21])([CH3:20])[CH3:19])=[O:16])[CH2:12][CH2:11][C:7]=3[N:8]([Si:27]([CH:31]([CH3:33])[CH3:32])([CH:28]([CH3:30])[CH3:29])[CH:25]([CH3:26])[CH3:24])[C:9]=2[CH:10]=1. (6) Given the reactants [CH3:1][O:2][C:3]1[CH:4]=[C:5]2[O:9][C:8]([C:10]3[N:11]=[C:12]4[CH:17]=[CH:16][C:15]([CH3:18])=[N:14][N:13]4[CH:19]=3)=[CH:7][C:6]2=[C:20]([OH:22])[CH:21]=1.[Br:23][C:24]1[S:25][CH:26]=[C:27]([CH2:29]Br)[N:28]=1.C(=O)([O-])[O-].[K+].[K+], predict the reaction product. The product is: [Br:23][C:24]1[S:25][CH:26]=[C:27]([CH2:29][O:22][C:20]2[C:6]3[CH:7]=[C:8]([C:10]4[N:11]=[C:12]5[CH:17]=[CH:16][C:15]([CH3:18])=[N:14][N:13]5[CH:19]=4)[O:9][C:5]=3[CH:4]=[C:3]([O:2][CH3:1])[CH:21]=2)[N:28]=1.